This data is from Forward reaction prediction with 1.9M reactions from USPTO patents (1976-2016). The task is: Predict the product of the given reaction. (1) Given the reactants [Si:1]([O:8][CH2:9][C@@H:10]([NH:25][C:26](=[O:32])[O:27][C:28]([CH3:31])([CH3:30])[CH3:29])[C@H:11]([C:15]1[CH:20]=[CH:19][C:18]([C:21]([F:24])([F:23])[F:22])=[CH:17][CH:16]=1)/[CH:12]=C/C)([C:4]([CH3:7])([CH3:6])[CH3:5])([CH3:3])[CH3:2].[BH4-].[Na+].C[OH:36].C(Cl)Cl, predict the reaction product. The product is: [Si:1]([O:8][CH2:9][C@@H:10]([NH:25][C:26](=[O:32])[O:27][C:28]([CH3:31])([CH3:29])[CH3:30])[C@H:11]([C:15]1[CH:20]=[CH:19][C:18]([C:21]([F:23])([F:24])[F:22])=[CH:17][CH:16]=1)[CH2:12][OH:36])([C:4]([CH3:6])([CH3:7])[CH3:5])([CH3:3])[CH3:2]. (2) Given the reactants [F:1][C:2]1[CH:3]=[C:4]([CH:6]=[CH:7][C:8]=1[N+:9]([O-:11])=[O:10])[NH2:5].C(OCC)(=O)C.[Br:18]N1C(=O)CCC1=O, predict the reaction product. The product is: [Br:18][C:6]1[CH:7]=[C:8]([N+:9]([O-:11])=[O:10])[C:2]([F:1])=[CH:3][C:4]=1[NH2:5]. (3) Given the reactants [CH3:1][O:2][C:3]1[CH:4]=[C:5]([CH2:11][CH2:12][NH2:13])[CH:6]=[CH:7][C:8]=1[O:9][CH3:10].F[C:15]1[CH:20]=[CH:19][CH:18]=[CH:17][C:16]=1[N+:21]([O-:23])=[O:22].CCN(CC)CC, predict the reaction product. The product is: [CH3:1][O:2][C:3]1[CH:4]=[C:5]([CH:6]=[CH:7][C:8]=1[O:9][CH3:10])[CH2:11][CH2:12][NH:13][C:15]1[CH:20]=[CH:19][CH:18]=[CH:17][C:16]=1[N+:21]([O-:23])=[O:22]. (4) Given the reactants [CH3:1][C@:2]12[C@@:19]3([CH3:20])[C@@H:10]([C@:11]4([CH3:32])[C@@H:16]([CH2:17][CH2:18]3)[C:15]([CH3:22])([CH3:21])[C:14]([C:23]3[CH:31]=[CH:30][C:26]([C:27]([OH:29])=[O:28])=[CH:25][CH:24]=3)=[CH:13][CH2:12]4)[CH2:9][CH2:8][C@@H:7]1[C@H:6]1[C@H:33]([C:36]([CH3:38])=[CH2:37])[CH2:34][CH2:35][C@:5]1([NH:39][CH2:40][CH2:41][NH:42]S(C)(=O)=O)[CH2:4][CH2:3]2.[CH3:47][CH:48]([S:50](Cl)(=[O:52])=[O:51])[CH3:49], predict the reaction product. The product is: [CH3:1][C@:2]12[C@@:19]3([CH3:20])[C@@H:10]([C@:11]4([CH3:32])[C@@H:16]([CH2:17][CH2:18]3)[C:15]([CH3:21])([CH3:22])[C:14]([C:23]3[CH:31]=[CH:30][C:26]([C:27]([OH:29])=[O:28])=[CH:25][CH:24]=3)=[CH:13][CH2:12]4)[CH2:9][CH2:8][C@@H:7]1[C@H:6]1[C@H:33]([C:36]([CH3:38])=[CH2:37])[CH2:34][CH2:35][C@:5]1([NH:39][CH2:40][CH2:41][NH:42][S:50]([CH:48]([CH3:49])[CH3:47])(=[O:52])=[O:51])[CH2:4][CH2:3]2. (5) Given the reactants [N-:1]=[C:2]=[O:3].[C:4]1([CH2:10][CH2:11][CH2:12][CH2:13]N)[CH:9]=[CH:8][CH:7]=[CH:6][CH:5]=1, predict the reaction product. The product is: [N:1]([CH2:13][CH2:12][CH2:11][CH2:10][C:4]1[CH:9]=[CH:8][CH:7]=[CH:6][CH:5]=1)=[C:2]=[O:3]. (6) Given the reactants [NH2:1][C:2]1[CH:7]=[CH:6][CH:5]=[CH:4][C:3]=1[NH:8][C:9]1[N:17]=[C:16]2[C:12]([N:13]=[C:14]([CH2:19][N:20]3[CH2:25][CH2:24][CH:23]([C:26]([OH:29])([CH3:28])[CH3:27])[CH2:22][CH2:21]3)[N:15]2[CH3:18])=[C:11]([N:30]2[CH2:35][CH2:34][O:33][CH2:32][CH2:31]2)[N:10]=1.[C:36](O)(=O)[CH3:37], predict the reaction product. The product is: [CH3:18][N:15]1[C:14]([CH2:19][N:20]2[CH2:21][CH2:22][CH:23]([C:26]([OH:29])([CH3:28])[CH3:27])[CH2:24][CH2:25]2)=[N:13][C:12]2[C:16]1=[N:17][C:9]([N:8]1[C:3]3[CH:4]=[CH:5][CH:6]=[CH:7][C:2]=3[N:1]=[C:36]1[CH3:37])=[N:10][C:11]=2[N:30]1[CH2:31][CH2:32][O:33][CH2:34][CH2:35]1.